Dataset: Reaction yield outcomes from USPTO patents with 853,638 reactions. Task: Predict the reaction yield, written as a fraction of the theoretical maximum amount of product (1.0 means a 100% yield; for example, 0.34 means a 34% yield). (1) The reactants are [CH2:1]([N:8]1[CH2:13][CH2:12][NH:11][C:10]2[N:14]=[CH:15][C:16]([C:18]3[CH:26]=[CH:25][C:21]([C:22]([OH:24])=O)=[CH:20][CH:19]=3)=[CH:17][C:9]1=2)[C:2]1[CH:7]=[CH:6][CH:5]=[CH:4][CH:3]=1.[CH3:27][N:28]1[CH2:33][CH2:32][NH:31][CH2:30][CH2:29]1. No catalyst specified. The product is [CH2:1]([N:8]1[CH2:13][CH2:12][NH:11][C:10]2[N:14]=[CH:15][C:16]([C:18]3[CH:19]=[CH:20][C:21]([C:22]([N:31]4[CH2:32][CH2:33][N:28]([CH3:27])[CH2:29][CH2:30]4)=[O:24])=[CH:25][CH:26]=3)=[CH:17][C:9]1=2)[C:2]1[CH:3]=[CH:4][CH:5]=[CH:6][CH:7]=1. The yield is 0.320. (2) The reactants are [OH:1][C:2]1[CH:9]=[C:8]([OH:10])[CH:7]=[C:6]([CH2:11][O:12][CH3:13])[C:3]=1[CH:4]=[O:5].[CH2:14]1[CH2:19][O:18][CH:17]=[CH:16][CH2:15]1. The catalyst is ClCCl.CC1C=CC(S([O-])(=O)=O)=CC=1.C1C=C[NH+]=CC=1. The product is [OH:1][C:2]1[CH:9]=[C:8]([O:10][CH:17]2[CH2:16][CH2:15][CH2:14][CH2:19][O:18]2)[CH:7]=[C:6]([CH2:11][O:12][CH3:13])[C:3]=1[CH:4]=[O:5]. The yield is 0.870.